From a dataset of Catalyst prediction with 721,799 reactions and 888 catalyst types from USPTO. Predict which catalyst facilitates the given reaction. (1) The catalyst class is: 12. Reactant: C(OC([N:8]1[CH2:14][CH2:13][CH2:12][N:11]([C:15]2[CH:20]=[CH:19][C:18]([O:21][CH3:22])=[CH:17][C:16]=2[O:23][CH3:24])[CH2:10][CH2:9]1)=O)(C)(C)C.[ClH:25]. Product: [ClH:25].[CH3:24][O:23][C:16]1[CH:17]=[C:18]([O:21][CH3:22])[CH:19]=[CH:20][C:15]=1[N:11]1[CH2:12][CH2:13][CH2:14][NH:8][CH2:9][CH2:10]1. (2) The catalyst class is: 4. Product: [CH3:31][C:30]([CH3:33])([CH3:32])[CH2:29][CH2:28][NH:27][C:26]([C:23]1[CH:22]=[CH:21][C:20]([O:19][C:17]([N:11]2[CH2:12][CH2:13][N:8]([CH2:7][C:6]3[CH:5]=[CH:4][C:3]([O:2][CH3:1])=[CH:15][CH:14]=3)[CH2:9][CH2:10]2)=[O:18])=[CH:25][CH:24]=1)=[O:34]. Reactant: [CH3:1][O:2][C:3]1[CH:15]=[CH:14][C:6]([CH2:7][N:8]2[CH2:13][CH2:12][NH:11][CH2:10][CH2:9]2)=[CH:5][CH:4]=1.Cl[C:17]([O:19][C:20]1[CH:25]=[CH:24][C:23]([C:26](=[O:34])[NH:27][CH2:28][CH2:29][C:30]([CH3:33])([CH3:32])[CH3:31])=[CH:22][CH:21]=1)=[O:18]. (3) Reactant: FC(F)(F)C(O)=O.Br[CH:9]1[CH2:14][CH2:13][C:12](=O)[NH:11][C:10]1=[O:16].[CH3:17][CH:18]1[CH2:22][CH2:21][CH2:20][N:19]1[CH2:23][CH2:24][CH2:25][O:26][C:27]1[CH:32]=[CH:31][C:30]([C:33](=[S:35])[NH2:34])=[CH:29][CH:28]=1. Product: [CH3:17][CH:18]1[CH2:22][CH2:21][CH2:20][N:19]1[CH2:23][CH2:24][CH2:25][O:26][C:27]1[CH:28]=[CH:29][C:30]([C:33]2[S:35][C:13]3[CH2:14][CH2:9][C:10](=[O:16])[NH:11][C:12]=3[N:34]=2)=[CH:31][CH:32]=1. The catalyst class is: 12. (4) Reactant: [N+:1]([C:4]1[CH:5]=[C:6]([S:10]([CH2:13][CH2:14][CH2:15][CH2:16][N:17]2C(=O)C3C(=CC=CC=3)C2=O)(=[NH:12])=[O:11])[CH:7]=[CH:8][CH:9]=1)([O-:3])=[O:2].O.NN. Product: [NH2:17][CH2:16][CH2:15][CH2:14][CH2:13][S:10]([C:6]1[CH:7]=[CH:8][CH:9]=[C:4]([N+:1]([O-:3])=[O:2])[CH:5]=1)(=[NH:12])=[O:11]. The catalyst class is: 8. (5) Reactant: C(O)(=O)C(C)O.C([O-])(=O)C(C)O.[Ca+2].C([O-])(=O)C(C)O.O.[C:21]([OH:33])(=[O:32])[CH2:22][C:23]([CH2:28][C:29]([OH:31])=[O:30])([C:25]([OH:27])=[O:26])[OH:24]. Product: [C:21]([OH:33])(=[O:32])[CH2:22][C:23]([CH2:28][C:29]([OH:31])=[O:30])([C:25]([OH:27])=[O:26])[OH:24]. The catalyst class is: 6. (6) Reactant: C(OC([C:11]1[C:19]2[C:14](=[CH:15][CH:16]=[C:17](CCOS(C)(=O)=O)[CH:18]=2)[NH:13][C:12]=1C)=O)C1C=CC=CC=1.OC1CC[NH:32]CC1. Product: [NH:13]1[C:14]2[C:19](=[CH:18][CH:17]=[CH:16][CH:15]=2)[CH:11]=[C:12]1[NH2:32]. The catalyst class is: 12. (7) Reactant: [N:1]1[CH:6]=[CH:5][C:4]([CH2:7][CH2:8][CH2:9][N:10]2C(=O)C3C(=CC=CC=3)C2=O)=[CH:3][CH:2]=1.O.NN. Product: [N:1]1[CH:6]=[CH:5][C:4]([CH2:7][CH2:8][CH2:9][NH2:10])=[CH:3][CH:2]=1. The catalyst class is: 5.